From a dataset of Full USPTO retrosynthesis dataset with 1.9M reactions from patents (1976-2016). Predict the reactants needed to synthesize the given product. (1) Given the product [Si:1]([O:8][CH2:9][C:10]1([CH3:38])[S:16][CH2:15][CH2:14][N:13]2[C:17]([C:20]3([C:23]4[CH:28]=[CH:27][C:26]([C:40]5[N:45]=[CH:44][C:43]([CH3:46])=[CH:42][N:41]=5)=[CH:25][CH:24]=4)[CH2:22][CH2:21]3)=[N:18][N:19]=[C:12]2[CH2:11]1)([C:4]([CH3:5])([CH3:7])[CH3:6])([CH3:2])[CH3:3], predict the reactants needed to synthesize it. The reactants are: [Si:1]([O:8][CH2:9][C:10]1([CH3:38])[S:16][CH2:15][CH2:14][N:13]2[C:17]([C:20]3([C:23]4[CH:28]=[CH:27][C:26](B5OC(C)(C)C(C)(C)O5)=[CH:25][CH:24]=4)[CH2:22][CH2:21]3)=[N:18][N:19]=[C:12]2[CH2:11]1)([C:4]([CH3:7])([CH3:6])[CH3:5])([CH3:3])[CH3:2].Cl[C:40]1[N:45]=[CH:44][C:43]([CH3:46])=[CH:42][N:41]=1.C(=O)([O-])[O-].[K+].[K+].C(=O)([O-])O.[Na+]. (2) Given the product [CH3:1][O:2][C:3]1[CH:4]=[C:5]([CH:23]=[CH:24][C:25]=1[O:26][CH3:27])[CH2:6][CH:7]1[C:16]2[C:11](=[CH:12][C:13]([O:21][CH3:22])=[C:14]([O:17][CH:18]([CH3:20])[CH3:19])[CH:15]=2)[CH2:10][CH2:9][N:8]1[CH2:29][C:30]([NH:44][CH:43]1[C:37]2[CH:36]=[CH:35][CH:34]=[CH:33][C:38]=2[CH2:39][CH2:40][CH2:41][CH2:42]1)=[O:31], predict the reactants needed to synthesize it. The reactants are: [CH3:1][O:2][C:3]1[CH:4]=[C:5]([CH:23]=[CH:24][C:25]=1[O:26][CH3:27])[CH2:6][CH:7]1[C:16]2[C:11](=[CH:12][C:13]([O:21][CH3:22])=[C:14]([O:17][CH:18]([CH3:20])[CH3:19])[CH:15]=2)[CH2:10][CH2:9][NH:8]1.Br[CH2:29][C:30](Br)=[O:31].[CH:33]1[C:38]2[CH2:39][CH2:40][CH2:41][CH2:42][CH:43]([NH2:44])[C:37]=2[CH:36]=[CH:35][CH:34]=1. (3) The reactants are: CN(C)/[CH:3]=[CH:4]/[C:5]([C:7]1[N:11]([CH:12]([CH3:14])[CH3:13])[C:10]([CH3:15])=[N:9][CH:8]=1)=O.C(=O)(O)O.[NH2:21][C:22]([NH2:24])=[NH:23].CCOCC. Given the product [CH:12]([N:11]1[C:7]([C:5]2[CH:4]=[CH:3][N:21]=[C:22]([NH2:24])[N:23]=2)=[CH:8][N:9]=[C:10]1[CH3:15])([CH3:14])[CH3:13], predict the reactants needed to synthesize it.